From a dataset of Forward reaction prediction with 1.9M reactions from USPTO patents (1976-2016). Predict the product of the given reaction. Given the reactants [CH3:1][O:2][C:3]1[CH:11]=[CH:10][C:6]([C:7]([OH:9])=O)=[CH:5][CH:4]=1.C(C1NC=CN=1)(C1NC=CN=1)=O.[Cl:24][C:25]1[CH:43]=[CH:42][C:28]2[NH:29][C:30]([C:32]3[CH:41]=[CH:40][C:35](/[C:36](=[N:38]/O)/[NH2:37])=[CH:34][CH:33]=3)=[N:31][C:27]=2[CH:26]=1, predict the reaction product. The product is: [Cl:24][C:25]1[CH:43]=[CH:42][C:28]2[NH:29][C:30]([C:32]3[CH:33]=[CH:34][C:35]([C:36]4[N:38]=[C:7]([C:6]5[CH:5]=[CH:4][C:3]([O:2][CH3:1])=[CH:11][CH:10]=5)[O:9][N:37]=4)=[CH:40][CH:41]=3)=[N:31][C:27]=2[CH:26]=1.